Dataset: Full USPTO retrosynthesis dataset with 1.9M reactions from patents (1976-2016). Task: Predict the reactants needed to synthesize the given product. (1) Given the product [Cl:32][C:33]1[CH:38]=[C:37]([C:2]2[C:11]3[C:6](=[CH:7][C:8]([S:12]([N:15]([C:25]4[CH:29]=[CH:28][O:27][N:26]=4)[CH2:16][C:17]4[CH:18]=[CH:19][C:20]([O:23][CH3:24])=[CH:21][CH:22]=4)(=[O:14])=[O:13])=[CH:9][CH:10]=3)[C:5](=[O:30])[N:4]([CH3:31])[N:3]=2)[C:36]([O:42][CH3:43])=[CH:35][C:34]=1[C:44]1[CH:49]=[CH:48][CH:47]=[C:46]([F:50])[CH:45]=1, predict the reactants needed to synthesize it. The reactants are: Cl[C:2]1[C:11]2[C:6](=[CH:7][C:8]([S:12]([N:15]([C:25]3[CH:29]=[CH:28][O:27][N:26]=3)[CH2:16][C:17]3[CH:22]=[CH:21][C:20]([O:23][CH3:24])=[CH:19][CH:18]=3)(=[O:14])=[O:13])=[CH:9][CH:10]=2)[C:5](=[O:30])[N:4]([CH3:31])[N:3]=1.[Cl:32][C:33]1[CH:38]=[C:37](B(O)O)[C:36]([O:42][CH3:43])=[CH:35][C:34]=1[C:44]1[CH:49]=[CH:48][CH:47]=[C:46]([F:50])[CH:45]=1.C1(P(C2CCCCC2)C2C=CC=CC=2C2C(OC)=CC=CC=2OC)CCCCC1.P([O-])([O-])([O-])=O.[K+].[K+].[K+]. (2) Given the product [NH2:1][CH2:2][CH2:3][C:4]1[CH2:5][CH:6]([C:8](=[CH:10][CH:11]=1)[OH:9])[OH:7], predict the reactants needed to synthesize it. The reactants are: [NH2:1][CH2:2][CH2:3][C:4]1[CH:11]=[CH:10][C:8]([OH:9])=[C:6]([OH:7])[CH:5]=1.C1C=CC(CCCN2CCN(CCOC(C3C=CC(F)=CC=3)C3C=CC(F)=CC=3)CC2)=CC=1. (3) Given the product [CH3:1][CH:2]1[CH2:7][CH2:6][CH2:5][CH2:4][N:3]1[C:8]1[CH:17]=[CH:16][C:11]([C:12]([OH:14])=[O:13])=[CH:10][C:9]=1[C:18]([F:20])([F:19])[F:21], predict the reactants needed to synthesize it. The reactants are: [CH3:1][CH:2]1[CH2:7][CH2:6][CH2:5][CH2:4][N:3]1[C:8]1[CH:17]=[CH:16][C:11]([C:12]([O:14]C)=[O:13])=[CH:10][C:9]=1[C:18]([F:21])([F:20])[F:19].[OH-].[Li+]. (4) Given the product [C:12]([O:11][C:9]([NH:16][C:17]([CH3:22])([C:18]([OH:20])=[O:19])[CH3:21])=[O:10])([CH3:13])([CH3:14])[CH3:15], predict the reactants needed to synthesize it. The reactants are: [C:12]([O:11][C:9](O[C:9]([O:11][C:12]([CH3:15])([CH3:14])[CH3:13])=[O:10])=[O:10])([CH3:15])([CH3:14])[CH3:13].[NH2:16][C:17]([CH3:22])([CH3:21])[C:18]([OH:20])=[O:19]. (5) Given the product [C:22](=[O:21])([OH:28])[OH:23].[CH2:3]([C:4]1[C:5](=[O:6])[NH:7][C:8](=[O:10])[C:9]=1[CH2:11][CH3:12])[CH3:2], predict the reactants needed to synthesize it. The reactants are: O[CH2:2][CH2:3][C:4]1[C:5]([NH:7][C:8](=[O:10])[CH:9]=1)=[O:6].[CH2:11](N(CC)CC)[CH3:12].ClC(Cl)([O:21][C:22](=[O:28])[O:23]C(Cl)(Cl)Cl)Cl. (6) Given the product [CH:23]1[C:22]2[C:21]3([CH2:19][NH:18][CH:15]4[CH2:14][CH2:13][CH:12]([NH:11][C:2]5[CH:3]=[CH:4][C:5]6[C:10](=[CH:9][CH:8]=[CH:7][CH:6]=6)[N:1]=5)[CH2:17][CH2:16]4)[CH2:35][CH:28]([C:29]4[C:34]3=[CH:33][CH:32]=[CH:31][CH:30]=4)[C:27]=2[CH:26]=[CH:25][CH:24]=1, predict the reactants needed to synthesize it. The reactants are: [N:1]1[C:10]2[C:5](=[CH:6][CH:7]=[CH:8][CH:9]=2)[CH:4]=[CH:3][C:2]=1[NH:11][CH:12]1[CH2:17][CH2:16][CH:15]([NH2:18])[CH2:14][CH2:13]1.[CH:19]([C:21]12[CH2:35][CH:28]([C:29]3[CH:30]=[CH:31][CH:32]=[CH:33][C:34]=31)[C:27]1[C:22]2=[CH:23][CH:24]=[CH:25][CH:26]=1)=O. (7) Given the product [I:1][C:2]1[CH:3]=[C:4]([C:8]([NH2:13])=[O:10])[NH:5][C:6]=1[CH3:7], predict the reactants needed to synthesize it. The reactants are: [I:1][C:2]1[CH:3]=[C:4]([C:8]([OH:10])=O)[NH:5][C:6]=1[CH3:7].C(N1C=CN=C1)([N:13]1C=CN=C1)=O.[OH-].